This data is from Reaction yield outcomes from USPTO patents with 853,638 reactions. The task is: Predict the reaction yield, written as a fraction of the theoretical maximum amount of product (1.0 means a 100% yield; for example, 0.34 means a 34% yield). (1) The reactants are [F:1][C:2]1[C:3]([CH2:24][NH:25][CH3:26])=[CH:4][N:5]([S:14]([C:17]2[C:18]([CH3:23])=[N:19][CH:20]=[CH:21][CH:22]=2)(=[O:16])=[O:15])[C:6]=1[C:7]1[C:8]([F:13])=[N:9][CH:10]=[CH:11][CH:12]=1.[C:27]([OH:34])(=[O:33])/[CH:28]=[CH:29]/[C:30]([OH:32])=[O:31]. The catalyst is C(OCC)(=O)C.C(O)C. The product is [C:27]([OH:34])(=[O:33])/[CH:28]=[CH:29]/[C:30]([OH:32])=[O:31].[F:1][C:2]1[C:3]([CH2:24][NH:25][CH3:26])=[CH:4][N:5]([S:14]([C:17]2[C:18]([CH3:23])=[N:19][CH:20]=[CH:21][CH:22]=2)(=[O:16])=[O:15])[C:6]=1[C:7]1[C:8]([F:13])=[N:9][CH:10]=[CH:11][CH:12]=1. The yield is 0.880. (2) The reactants are [N+:1]([C:4]1[CH:5]=[C:6]([SH:13])[CH:7]=[C:8]([N+:10]([O-:12])=[O:11])[CH:9]=1)([O-:3])=[O:2].[OH-].[Na+].[C:16]([O:20][C:21](=[O:28])[NH:22][CH2:23][CH2:24][CH2:25][CH2:26]Br)([CH3:19])([CH3:18])[CH3:17]. The catalyst is C(O)C. The product is [C:16]([O:20][C:21](=[O:28])[NH:22][CH2:23][CH2:24][CH2:25][CH2:26][S:13][C:6]1[CH:5]=[C:4]([N+:1]([O-:3])=[O:2])[CH:9]=[C:8]([N+:10]([O-:12])=[O:11])[CH:7]=1)([CH3:19])([CH3:18])[CH3:17]. The yield is 0.860. (3) The reactants are CCCC[N+](CCCC)(CCCC)CCCC.[F-].[CH3:19][C:20]1[CH:29]=[C:28]([C:30]#[C:31][Si](C)(C)C)[CH:27]=[CH:26][C:21]=1[O:22][CH2:23][CH2:24][OH:25].CCOC(C)=O. The catalyst is C1COCC1. The product is [C:30]([C:28]1[CH:27]=[CH:26][C:21]([O:22][CH2:23][CH2:24][OH:25])=[C:20]([CH3:19])[CH:29]=1)#[CH:31]. The yield is 1.00. (4) The reactants are [Br:1][C:2]1[CH:3]=[N:4][C:5]([C:8](Cl)=[O:9])=[N:6][CH:7]=1.[CH3:11][NH:12][CH3:13]. The catalyst is O1CCCC1.C(OCC)(=O)C. The product is [Br:1][C:2]1[CH:3]=[N:4][C:5]([C:8]([N:12]([CH3:13])[CH3:11])=[O:9])=[N:6][CH:7]=1. The yield is 0.770. (5) The reactants are [C:1]([C:9]1[C:10](=[O:20])[N:11]([CH3:19])[C:12](=[O:18])[N:13]([CH3:17])[C:14]=1[CH2:15]Br)(=O)[C:2]1[CH:7]=[CH:6][CH:5]=[CH:4][CH:3]=1.[NH2:21][C:22]1[CH:27]=[C:26]([Cl:28])[C:25]([N+:29]([O-:31])=[O:30])=[CH:24][C:23]=1[OH:32]. The catalyst is C(O)C. The product is [Cl:28][C:26]1[C:25]([N+:29]([O-:31])=[O:30])=[CH:24][C:23]([OH:32])=[C:22]([N:21]2[C:1]([C:2]3[CH:7]=[CH:6][CH:5]=[CH:4][CH:3]=3)=[C:9]3[C:14]([N:13]([CH3:17])[C:12](=[O:18])[N:11]([CH3:19])[C:10]3=[O:20])=[CH:15]2)[CH:27]=1. The yield is 0.890. (6) The reactants are [CH3:1][O:2][C:3]1[CH:8]=[CH:7][CH:6]=[CH:5][C:4]=1[N:9]1[CH2:14][CH2:13][NH:12][CH2:11][CH2:10]1.[Br:15]Br. The catalyst is ClCCl. The product is [Br:15][C:7]1[CH:6]=[CH:5][C:4]([N:9]2[CH2:14][CH2:13][NH:12][CH2:11][CH2:10]2)=[C:3]([O:2][CH3:1])[CH:8]=1. The yield is 0.990. (7) The reactants are [H-].[Al+3].[Li+].[H-].[H-].[H-].[CH3:7][C:8]1[N:31]([CH3:32])[C:11]2[CH:12]=[C:13]([C:26](OCC)=[O:27])[C:14]3[CH2:15][CH2:16][CH:17]([C:20]4[CH:25]=[CH:24][CH:23]=[CH:22][CH:21]=4)[NH:18][C:19]=3[C:10]=2[N:9]=1.[OH-].[K+].S([O-])([O-])(=O)=O.[Mg+2]. The catalyst is O1CCCC1.O. The product is [OH:27][CH2:26][C:13]1[C:14]2[CH2:15][CH2:16][CH:17]([C:20]3[CH:21]=[CH:22][CH:23]=[CH:24][CH:25]=3)[NH:18][C:19]=2[C:10]2[N:9]=[C:8]([CH3:7])[N:31]([CH3:32])[C:11]=2[CH:12]=1. The yield is 0.320. (8) The reactants are [CH3:1][N:2]1[CH:6]=[C:5]([C:7]2[CH:8]=[CH:9][C:10]3[N:11]([C:13]([SH:16])=[N:14][N:15]=3)[CH:12]=2)[CH:4]=[N:3]1.Br[C:18]1[CH:19]=[C:20]2[C:25](=[CH:26][CH:27]=1)[N:24]=[CH:23][C:22]([C:28]1[CH:29]=[N:30][N:31]([CH3:33])[CH:32]=1)=[C:21]2[F:34].C1(P(C2C=CC=CC=2)C2C3OC4C(=CC=CC=4P(C4C=CC=CC=4)C4C=CC=CC=4)C(C)(C)C=3C=CC=2)C=CC=CC=1.C(N(CC)C(C)C)(C)C. The catalyst is CN(C)C=O.C1C=CC(/C=C/C(/C=C/C2C=CC=CC=2)=O)=CC=1.C1C=CC(/C=C/C(/C=C/C2C=CC=CC=2)=O)=CC=1.C1C=CC(/C=C/C(/C=C/C2C=CC=CC=2)=O)=CC=1.[Pd].[Pd]. The product is [F:34][C:21]1[C:20]2[C:25](=[CH:26][CH:27]=[C:18]([S:16][C:13]3[N:11]4[CH:12]=[C:7]([C:5]5[CH:4]=[N:3][N:2]([CH3:1])[CH:6]=5)[CH:8]=[CH:9][C:10]4=[N:15][N:14]=3)[CH:19]=2)[N:24]=[CH:23][C:22]=1[C:28]1[CH:29]=[N:30][N:31]([CH3:33])[CH:32]=1. The yield is 0.200.